From a dataset of Forward reaction prediction with 1.9M reactions from USPTO patents (1976-2016). Predict the product of the given reaction. (1) Given the reactants B1(C)OC(C2C=CC=CC=2)(C2C=CC=CC=2)[C@@H]2N1CCC2.CSC.B.[Br:26][C:27]1[CH:28]=[CH:29][C:30]([C:33](=[O:35])[CH3:34])=[N:31][CH:32]=1, predict the reaction product. The product is: [Br:26][C:27]1[CH:28]=[CH:29][C:30]([C@@H:33]([OH:35])[CH3:34])=[N:31][CH:32]=1. (2) Given the reactants [NH:1]([C:17]([O:19][CH2:20][CH:21]1[C:33]2[C:28](=[CH:29][CH:30]=[CH:31][CH:32]=2)[C:27]2[C:22]1=[CH:23][CH:24]=[CH:25][CH:26]=2)=[O:18])[C@H:2]([C:11]([O:13][CH2:14][CH:15]=[CH2:16])=[O:12])[CH2:3][C:4](=[O:10])[O:5]C(C)(C)C.FC(F)(F)C(O)=O, predict the reaction product. The product is: [NH:1]([C:17]([O:19][CH2:20][CH:21]1[C:22]2[C:27](=[CH:26][CH:25]=[CH:24][CH:23]=2)[C:28]2[C:33]1=[CH:32][CH:31]=[CH:30][CH:29]=2)=[O:18])[C@H:2]([C:11]([O:13][CH2:14][CH:15]=[CH2:16])=[O:12])[CH2:3][C:4](=[O:5])[OH:10]. (3) Given the reactants [CH3:1][C:2]1[CH:3]=[N:4][CH:5]=[C:6]([CH:10]=1)[C:7](O)=[O:8].O=S(Cl)Cl.Cl.[CH3:16][NH:17][O:18][CH3:19].C(N(CC)CC)C, predict the reaction product. The product is: [CH3:19][O:18][N:17]([CH3:16])[C:7](=[O:8])[C:6]1[CH:10]=[C:2]([CH3:1])[CH:3]=[N:4][CH:5]=1. (4) Given the reactants [N:1]1([S:11]([C:14]2[CH:15]=[C:16]([N:20]3[C:29](=[O:30])[C:28]4[C:23](=[CH:24][CH:25]=[CH:26][C:27]=4[CH2:31][C:32]#[N:33])[NH:22][C:21]3=[O:34])[CH:17]=[CH:18][CH:19]=2)(=[O:13])=[O:12])[C:10]2[C:5](=[CH:6][CH:7]=[CH:8][CH:9]=2)[CH2:4][CH2:3][CH2:2]1.[N-:35]=[N+:36]=[N-:37].[Na+].[Cl-].[NH4+], predict the reaction product. The product is: [N:1]1([S:11]([C:14]2[CH:15]=[C:16]([N:20]3[C:29](=[O:30])[C:28]4[C:23](=[CH:24][CH:25]=[CH:26][C:27]=4[CH2:31][C:32]4[NH:37][N:36]=[N:35][N:33]=4)[NH:22][C:21]3=[O:34])[CH:17]=[CH:18][CH:19]=2)(=[O:13])=[O:12])[C:10]2[C:5](=[CH:6][CH:7]=[CH:8][CH:9]=2)[CH2:4][CH2:3][CH2:2]1. (5) Given the reactants [NH2:1][C:2]1[N:3]=[C:4]([CH3:24])[C:5]2[CH:11]=[C:10](Br)[C:9](=[O:13])[N:8]([C@H:14]3[CH2:19][CH2:18][C@H:17]([O:20][CH2:21][CH2:22][OH:23])[CH2:16][CH2:15]3)[C:6]=2[N:7]=1.[NH2:25][C:26]1[CH:31]=[CH:30][CH:29]=[CH:28][CH:27]=1.C([O-])([O-])=O.[Cs+].[Cs+].C1C=CC(P(C2C(C3C(P(C4C=CC=CC=4)C4C=CC=CC=4)=CC=C4C=3C=CC=C4)=C3C(C=CC=C3)=CC=2)C2C=CC=CC=2)=CC=1, predict the reaction product. The product is: [NH2:1][C:2]1[N:3]=[C:4]([CH3:24])[C:5]2[CH:11]=[C:10]([NH:25][C:26]3[CH:31]=[CH:30][CH:29]=[CH:28][CH:27]=3)[C:9](=[O:13])[N:8]([C@H:14]3[CH2:19][CH2:18][C@H:17]([O:20][CH2:21][CH2:22][OH:23])[CH2:16][CH2:15]3)[C:6]=2[N:7]=1.